This data is from Forward reaction prediction with 1.9M reactions from USPTO patents (1976-2016). The task is: Predict the product of the given reaction. (1) Given the reactants [Cl:1][C:2]1[CH:8]=[CH:7][C:5]([NH2:6])=[CH:4][C:3]=1[C:9]([F:12])([F:11])[F:10].N1C=CC=CC=1.Cl[C:20]([O:22][C:23]1[CH:28]=[CH:27][CH:26]=[CH:25][CH:24]=1)=[O:21].CCOC(C)=O, predict the reaction product. The product is: [Cl:1][C:2]1[CH:8]=[CH:7][C:5]([NH:6][C:20](=[O:21])[O:22][C:23]2[CH:28]=[CH:27][CH:26]=[CH:25][CH:24]=2)=[CH:4][C:3]=1[C:9]([F:10])([F:11])[F:12]. (2) Given the reactants [Cl:1][C:2]1[CH:7]=[CH:6][C:5]([C:8]2[C:9]([C:30]3[CH:35]=[CH:34][N:33]=[CH:32][CH:31]=3)=[N:10][N:11]3[C:16]([CH:17]4[CH2:23][CH:22]5[N:24]([C:25]([O:27][CH2:28][CH3:29])=[O:26])[CH:19]([CH2:20][CH2:21]5)[CH2:18]4)=[CH:15][CH:14]=[N:13][C:12]=23)=[CH:4][C:3]=1[O:36]C.B(Br)(Br)Br, predict the reaction product. The product is: [Cl:1][C:2]1[CH:7]=[CH:6][C:5]([C:8]2[C:9]([C:30]3[CH:31]=[CH:32][N:33]=[CH:34][CH:35]=3)=[N:10][N:11]3[C:16]([CH:17]4[CH2:23][CH:22]5[N:24]([C:25]([O:27][CH2:28][CH3:29])=[O:26])[CH:19]([CH2:20][CH2:21]5)[CH2:18]4)=[CH:15][CH:14]=[N:13][C:12]=23)=[CH:4][C:3]=1[OH:36]. (3) Given the reactants C(N(CC)CC)C.[C:8]([O:12][CH2:13][CH3:14])(=[O:11])[CH:9]=[CH2:10].C1(C)C(C(P(C(C2C(C)=CC=CC=2)=O)C(C2C(C)=CC=CC=2)=O)=O)=CC=CC=1.Br.Br[C:45]1[S:54][C:53]2[C:52](=[C:55]3[CH2:60][CH2:59][N:58]([CH3:61])[CH2:57][CH2:56]3)[C:51]3[CH:62]=[CH:63][CH:64]=[CH:65][C:50]=3[CH2:49][CH2:48][C:47]=2[CH:46]=1.[Cl-].[NH4+], predict the reaction product. The product is: [CH3:61][N:58]1[CH2:59][CH2:60][C:55](=[C:52]2[C:51]3[CH:62]=[CH:63][CH:64]=[CH:65][C:50]=3[CH2:49][CH2:48][C:47]3[CH:46]=[C:45]([CH:10]=[CH:9][C:8]([O:12][CH2:13][CH3:14])=[O:11])[S:54][C:53]2=3)[CH2:56][CH2:57]1. (4) Given the reactants Br[CH2:2][C:3]([C:5]1[CH:10]=[CH:9][C:8]([S:11]([N:14]([CH2:20][O:21][CH3:22])[C:15]2[S:16][CH:17]=[CH:18][N:19]=2)(=[O:13])=[O:12])=[CH:7][CH:6]=1)=O.[Cl:23][C:24]1[CH:29]=[CH:28][CH:27]=[C:26]([Cl:30])[C:25]=1[CH2:31][C:32]([NH2:34])=[NH:33], predict the reaction product. The product is: [Cl:23][C:24]1[CH:29]=[CH:28][CH:27]=[C:26]([Cl:30])[C:25]=1[CH2:31][C:32]1[NH:33][C:3]([C:5]2[CH:10]=[CH:9][C:8]([S:11]([N:14]([CH2:20][O:21][CH3:22])[C:15]3[S:16][CH:17]=[CH:18][N:19]=3)(=[O:13])=[O:12])=[CH:7][CH:6]=2)=[CH:2][N:34]=1. (5) Given the reactants Cl[C:2]1[N:9]=[C:8]([CH3:10])[C:7]([C:11]2[O:12][C:13]([CH2:16][CH3:17])=[CH:14][N:15]=2)=[CH:6][C:3]=1[C:4]#[N:5].[NH:18]1[CH2:21][CH:20]([C:22]([OH:24])=[O:23])[CH2:19]1, predict the reaction product. The product is: [C:4]([C:3]1[C:2]([N:18]2[CH2:21][CH:20]([C:22]([OH:24])=[O:23])[CH2:19]2)=[N:9][C:8]([CH3:10])=[C:7]([C:11]2[O:12][C:13]([CH2:16][CH3:17])=[CH:14][N:15]=2)[CH:6]=1)#[N:5].